This data is from Catalyst prediction with 721,799 reactions and 888 catalyst types from USPTO. The task is: Predict which catalyst facilitates the given reaction. (1) Reactant: [NH2:1][C:2]1[C:3]2[C:10]([C:11]#[N:12])=[CH:9][N:8]([C@H:13]3[C@H:20]4[C@H:16]([O:17][C:18](=[O:21])[O:19]4)[C@@H:15]([CH2:22][OH:23])[O:14]3)[C:4]=2[N:5]=[CH:6][N:7]=1.C(N(CC)CC)C.[SH2:31]. Product: [NH2:1][C:2]1[C:3]2[C:10]([C:11](=[S:31])[NH2:12])=[CH:9][N:8]([C@H:13]3[C@H:20]4[C@H:16]([O:17][C:18](=[O:21])[O:19]4)[C@@H:15]([CH2:22][OH:23])[O:14]3)[C:4]=2[N:5]=[CH:6][N:7]=1. The catalyst class is: 17. (2) The catalyst class is: 24. Product: [F:34][CH:32]([F:33])[O:31][C:8]1[C:7]2[C:12](=[C:13]([F:16])[CH:14]=[CH:15][C:6]=2[O:5][CH2:4][C:3]([OH:35])=[O:2])[N:11]=[C:10]([CH2:17][CH3:18])[C:9]=1[CH2:19][C:20]1[CH:25]=[CH:24][C:23]([C:26]2[O:27][CH:28]=[CH:29][N:30]=2)=[CH:22][CH:21]=1. Reactant: C[O:2][C:3](=[O:35])[CH2:4][O:5][C:6]1[CH:15]=[CH:14][C:13]([F:16])=[C:12]2[C:7]=1[C:8]([O:31][CH:32]([F:34])[F:33])=[C:9]([CH2:19][C:20]1[CH:25]=[CH:24][C:23]([C:26]3[O:27][CH:28]=[CH:29][N:30]=3)=[CH:22][CH:21]=1)[C:10]([CH2:17][CH3:18])=[N:11]2.[OH-].[Li+].C(O)(=O)C. (3) Reactant: [NH2:1][C@@H:2]([CH2:7][C:8]1[CH:13]=[CH:12][C:11]([C:14]#[N:15])=[CH:10][CH:9]=1)[C:3]([O:5][CH3:6])=[O:4].CCN(C(C)C)C(C)C.[C:25]([C:29]1[CH:37]=[CH:36][C:32]([C:33](Cl)=[O:34])=[CH:31][CH:30]=1)([CH3:28])([CH3:27])[CH3:26]. Product: [C:25]([C:29]1[CH:30]=[CH:31][C:32]([C:33]([NH:1][C@@H:2]([CH2:7][C:8]2[CH:9]=[CH:10][C:11]([C:14]#[N:15])=[CH:12][CH:13]=2)[C:3]([O:5][CH3:6])=[O:4])=[O:34])=[CH:36][CH:37]=1)([CH3:28])([CH3:26])[CH3:27]. The catalyst class is: 2. (4) Reactant: [Cl:1][C:2]1[CH:10]=[C:9]([C:11](=[O:24])[NH:12][CH2:13][C:14]2[NH:15][C:16]3[CH:22]=[C:21]([Cl:23])[CH:20]=[CH:19][C:17]=3[N:18]=2)[CH:8]=[CH:7][C:3]=1[C:4](O)=[O:5].CN(C(O[N:33]1N=[N:40][C:35]2C=[CH:37][CH:38]=[CH:39][C:34]1=2)=[N+](C)C)C.[B-](F)(F)(F)F.C(N(C(C)C)CC)(C)C.C(OC(NCC1CCCN1)=O)(C)(C)C.FC(F)(F)C(O)=O.[OH-].[Na+].ClCl. Product: [Cl:1][C:2]1[CH:10]=[C:9]([CH:8]=[CH:7][C:3]=1[C:4]([N:33]1[CH2:37][CH2:38][CH2:39][CH:34]1[CH2:35][NH2:40])=[O:5])[C:11]([NH:12][CH2:13][C:14]1[NH:18][C:17]2[CH:19]=[CH:20][C:21]([Cl:23])=[CH:22][C:16]=2[N:15]=1)=[O:24]. The catalyst class is: 9.